Task: Predict the reaction yield, written as a fraction of the theoretical maximum amount of product (1.0 means a 100% yield; for example, 0.34 means a 34% yield).. Dataset: Reaction yield outcomes from USPTO patents with 853,638 reactions (1) The reactants are [Cl:1][C:2]1[CH:7]=[CH:6][CH:5]=[CH:4][C:3]=1[N:8]([CH3:28])[C:9]([C:11]1[S:27][C:14]2[C:15]3[CH:23]=[CH:22][C:21]([C:24](O)=[O:25])=[CH:20][C:16]=3[O:17][CH2:18][CH2:19][C:13]=2[CH:12]=1)=[O:10].[NH:29]([CH3:31])[CH3:30].Cl.N1C=CC=CC=1.ClC1C=CC=CC=1N(C)C(C1SC2C3C=CC(C(Cl)=O)=CC=3OCCC=2C=1)=O. The catalyst is O=S(Cl)Cl.C1COCC1. The product is [Cl:1][C:2]1[CH:7]=[CH:6][CH:5]=[CH:4][C:3]=1[N:8]([CH3:28])[C:9]([C:11]1[S:27][C:14]2[C:15]3[CH:23]=[CH:22][C:21]([C:24]([N:29]([CH3:31])[CH3:30])=[O:25])=[CH:20][C:16]=3[O:17][CH2:18][CH2:19][C:13]=2[CH:12]=1)=[O:10]. The yield is 0.820. (2) The reactants are N[C:2]1[CH:13]=[CH:12][C:11](Br)=[CH:10][C:3]=1[C:4]([N:6]([O:8][CH3:9])[CH3:7])=[O:5].[Cl:15][C:16]1[CH:17]=[C:18](B(O)O)[CH:19]=[CH:20][CH:21]=1.C(=O)([O-])[O-].[Na+].[Na+]. The catalyst is COCCOC.O.C1C=CC([P]([Pd]([P](C2C=CC=CC=2)(C2C=CC=CC=2)C2C=CC=CC=2)([P](C2C=CC=CC=2)(C2C=CC=CC=2)C2C=CC=CC=2)[P](C2C=CC=CC=2)(C2C=CC=CC=2)C2C=CC=CC=2)(C2C=CC=CC=2)C2C=CC=CC=2)=CC=1. The product is [Cl:15][C:16]1[CH:21]=[C:20]([C:11]2[CH:12]=[CH:13][CH:2]=[C:3]([CH:10]=2)[C:4]([N:6]([O:8][CH3:9])[CH3:7])=[O:5])[CH:19]=[CH:18][CH:17]=1. The yield is 0.570.